Dataset: Catalyst prediction with 721,799 reactions and 888 catalyst types from USPTO. Task: Predict which catalyst facilitates the given reaction. (1) Reactant: [CH3:1][C:2]1[CH:15]=[C:5]2[C:6]([C@@H:10]3[CH2:12][C@H:11]3[CH2:13][NH2:14])=[CH:7][CH:8]=[CH:9][N:4]2[N:3]=1.C(N(CC)CC)C.[C:23](OC(=O)C)(=[O:25])[CH3:24]. Product: [CH3:1][C:2]1[CH:15]=[C:5]2[C:6]([C@@H:10]3[CH2:12][C@H:11]3[CH2:13][NH:14][C:23](=[O:25])[CH3:24])=[CH:7][CH:8]=[CH:9][N:4]2[N:3]=1. The catalyst class is: 685. (2) Reactant: [NH2:1][C:2]1[O:3][C:4]2[C:9]([CH:10]([C:14]3[CH:19]=[C:18]([O:20][CH3:21])[C:17]([O:22][CH3:23])=[C:16]([Br:24])[CH:15]=3)[C:11]=1[C:12]#[N:13])=[CH:8][CH:7]=[C:6]1[C:25]([NH2:29])=[CH:26][CH:27]=[CH:28][C:5]=21.[C:30](=O)([O-])[O-].[K+].[K+].IC. Product: [NH2:1][C:2]1[O:3][C:4]2[C:9]([CH:10]([C:14]3[CH:19]=[C:18]([O:20][CH3:21])[C:17]([O:22][CH3:23])=[C:16]([Br:24])[CH:15]=3)[C:11]=1[C:12]#[N:13])=[CH:8][CH:7]=[C:6]1[C:25]([NH:29][CH3:30])=[CH:26][CH:27]=[CH:28][C:5]=21. The catalyst class is: 47.